From a dataset of Reaction yield outcomes from USPTO patents with 853,638 reactions. Predict the reaction yield, written as a fraction of the theoretical maximum amount of product (1.0 means a 100% yield; for example, 0.34 means a 34% yield). (1) The reactants are C1C=C[NH+]=CC=1.[O-][Cr](Cl)(=O)=O.[CH2:12]([O:19][CH2:20][CH2:21][CH2:22][OH:23])[C:13]1[CH:18]=[CH:17][CH:16]=[CH:15][CH:14]=1. The catalyst is ClCCl. The product is [CH2:12]([O:19][CH2:20][CH2:21][CH:22]=[O:23])[C:13]1[CH:18]=[CH:17][CH:16]=[CH:15][CH:14]=1. The yield is 0.790. (2) The reactants are [Cl:1][C:2]1[CH:7]=[CH:6][C:5]([OH:8])=[CH:4][CH:3]=1.Br[C:10]1([C:14](OCC)=O)[CH2:13][CH2:12][CH2:11]1.[C:19](=[O:22])([O-])[O-:20].[K+].[K+].[CH3:25]N(C=O)C. No catalyst specified. The product is [CH2:14]([CH:10]1[CH2:11][CH2:12][C:13]1([O:8][C:5]1[CH:6]=[CH:7][C:2]([Cl:1])=[CH:3][CH:4]=1)[C:19]([OH:20])=[O:22])[CH3:25]. The yield is 0.260. (3) The reactants are [CH2:1]([C@@:4]1([C:25]2[CH:30]=[CH:29][C:28]([F:31])=[CH:27][CH:26]=2)[O:9][C:8](=[O:10])[N:7]([C@H:11]([C:13]2[CH:18]=[CH:17][C:16]([O:19][CH2:20][C:21]([F:24])([F:23])[F:22])=[CH:15][CH:14]=2)[CH3:12])[CH2:6][CH2:5]1)[CH:2]=[CH2:3].B.C1C[O:36]CC1. The catalyst is C1COCC1. The product is [F:31][C:28]1[CH:29]=[CH:30][C:25]([C@:4]2([CH2:1][CH2:2][CH2:3][OH:36])[O:9][C:8](=[O:10])[N:7]([C@H:11]([C:13]3[CH:14]=[CH:15][C:16]([O:19][CH2:20][C:21]([F:23])([F:24])[F:22])=[CH:17][CH:18]=3)[CH3:12])[CH2:6][CH2:5]2)=[CH:26][CH:27]=1. The yield is 0.620. (4) The reactants are [N+:1]([C:4]1[CH:8]=[N:7][NH:6][C:5]=1[NH2:9])([O-:3])=[O:2].[CH2:10]([N:14]([C:24]1[CH:29]=[CH:28][CH:27]=[C:26]([C:30](=O)[CH:31]=[CH:32]N(C)C)[CH:25]=1)[S:15]([C:18]1[CH:23]=[CH:22][CH:21]=[CH:20][CH:19]=1)(=[O:17])=[O:16])[CH2:11][CH2:12][CH3:13].C(OCC)(=O)C. The catalyst is C(O)(=O)C. The product is [CH2:10]([N:14]([C:24]1[CH:29]=[CH:28][CH:27]=[C:26]([C:30]2[N:6]3[N:7]=[CH:8][C:4]([N+:1]([O-:3])=[O:2])=[C:5]3[N:9]=[CH:32][CH:31]=2)[CH:25]=1)[S:15]([C:18]1[CH:23]=[CH:22][CH:21]=[CH:20][CH:19]=1)(=[O:17])=[O:16])[CH2:11][CH2:12][CH3:13]. The yield is 0.510. (5) The reactants are [Cl:10][C:9]([Cl:12])([Cl:11])[CH2:8]N([CH2:8][C:9]([Cl:12])([Cl:11])[Cl:10])C(=O)[O-].[CH3:15][C:16]1[N:21]=[CH:20][C:19]([N:22]2[C:26]([NH2:27])=[CH:25][C:24]([C:28]([F:31])([F:30])[F:29])=[N:23]2)=[CH:18][CH:17]=1.C(Cl)(O)C(Cl)Cl.[C:38]([O-])([O-:40])=[O:39].[K+].[K+]. The catalyst is C(#N)C.C(OCC)(=O)C. The product is [CH3:15][C:16]1[N:21]=[CH:20][C:19]([N:22]2[C:26]([NH:27][C:38](=[O:39])[O:40][CH2:8][C:9]([Cl:10])([Cl:11])[Cl:12])=[CH:25][C:24]([C:28]([F:29])([F:31])[F:30])=[N:23]2)=[CH:18][CH:17]=1. The yield is 0.890. (6) The reactants are Cl.[NH2:2][CH2:3][C:4](=O)[CH2:5][CH2:6][C:7]([OH:9])=[O:8].[CH3:11][C:12]1([CH3:20])[CH2:17][C:16](=[O:18])[CH2:15][C:14](=O)[CH2:13]1.C([O-])(=O)C.[Na+]. The catalyst is O. The product is [CH3:11][C:12]1([CH3:20])[CH2:13][C:14]2[NH:2][CH:3]=[C:4]([CH2:5][CH2:6][C:7]([OH:9])=[O:8])[C:15]=2[C:16](=[O:18])[CH2:17]1. The yield is 0.680.